From a dataset of Full USPTO retrosynthesis dataset with 1.9M reactions from patents (1976-2016). Predict the reactants needed to synthesize the given product. (1) Given the product [Br:1][C:2]1[CH:11]=[CH:10][C:5]([C:6]([NH:8][NH:9][C:46](=[O:47])[CH2:45][NH:44][C:41](=[O:43])[CH3:42])=[O:7])=[CH:4][CH:3]=1, predict the reactants needed to synthesize it. The reactants are: [Br:1][C:2]1[CH:11]=[CH:10][C:5]([C:6]([NH:8][NH2:9])=[O:7])=[CH:4][CH:3]=1.CCN=C=NCCCN(C)C.Cl.C1C=CC2N(O)N=NC=2C=1.C(N(CC)CC)C.[C:41]([NH:44][CH2:45][C:46](O)=[O:47])(=[O:43])[CH3:42]. (2) Given the product [Cl:15][C:8]1[CH:9]=[CH:10][CH:11]=[C:12]([CH2:13][CH3:14])[C:7]=1[CH:6]=[O:17], predict the reactants needed to synthesize it. The reactants are: C(/N=[CH:6]/[C:7]1[C:12]([CH2:13][CH3:14])=[CH:11][CH:10]=[CH:9][C:8]=1[Cl:15])CCC.S(=O)(=O)(O)[OH:17]. (3) The reactants are: [CH:1]([N:4]1[CH2:9][CH2:8][CH:7]([O:10][C:11]2[CH:19]=[CH:18][C:17]3[N:16]4[C@H:20]([CH3:25])[CH2:21][NH:22][C:23](=[O:24])[C:15]4=[CH:14][C:13]=3[CH:12]=2)[CH2:6][CH2:5]1)([CH3:3])[CH3:2].[H-].[Na+].Cl.Cl[CH2:30][C:31]1[CH:32]=[N:33][CH:34]=[CH:35][CH:36]=1. Given the product [CH:1]([N:4]1[CH2:9][CH2:8][CH:7]([O:10][C:11]2[CH:19]=[CH:18][C:17]3[N:16]4[C@H:20]([CH3:25])[CH2:21][N:22]([CH2:30][C:31]5[CH:32]=[N:33][CH:34]=[CH:35][CH:36]=5)[C:23](=[O:24])[C:15]4=[CH:14][C:13]=3[CH:12]=2)[CH2:6][CH2:5]1)([CH3:3])[CH3:2], predict the reactants needed to synthesize it. (4) Given the product [C:28]([C:32]1[CH:33]=[CH:34][C:35]([CH2:38][NH:39][C:40](=[O:41])[NH:42][CH2:43][C:44]2[CH:49]=[C:48]([CH:50]=[CH2:51])[C:47]([NH:52][S:53]([CH3:56])(=[O:55])=[O:54])=[C:46]([Cl:57])[CH:45]=2)=[CH:36][CH:37]=1)([CH3:31])([CH3:29])[CH3:30], predict the reactants needed to synthesize it. The reactants are: C(C1C=CC(CN)=CC=1)(C)(C)C.O(C(OC(C)(C)C)=O)C(OC(C)(C)C)=O.[C:28]([C:32]1[CH:37]=[CH:36][C:35]([CH2:38][N:39]=[C:40]=[O:41])=[CH:34][CH:33]=1)([CH3:31])([CH3:30])[CH3:29].[NH2:42][CH2:43][C:44]1[CH:49]=[C:48]([CH:50]=[CH2:51])[C:47]([NH:52][S:53]([CH3:56])(=[O:55])=[O:54])=[C:46]([Cl:57])[CH:45]=1. (5) Given the product [F:27][C:22]1[CH:23]=[CH:24][CH:25]=[CH:26][C:21]=1[CH2:20][N:13]1[C:14]2=[N:15][CH:16]=[CH:17][CH:18]=[C:19]2[C:11]([C:10]2[NH:6][C:7](=[O:31])[N:8]([CH2:28][CH2:29][CH3:30])[N:9]=2)=[N:12]1, predict the reactants needed to synthesize it. The reactants are: COC1C=C(OC)C=CC=1C[N:6]1[C:10]([C:11]2[C:19]3[C:14](=[N:15][CH:16]=[CH:17][CH:18]=3)[N:13]([CH2:20][C:21]3[CH:26]=[CH:25][CH:24]=[CH:23][C:22]=3[F:27])[N:12]=2)=[N:9][N:8]([CH2:28][CH2:29][CH3:30])[C:7]1=[O:31].S(=O)(=O)(O)O.C(=O)([O-])[O-].[Na+].[Na+]. (6) Given the product [CH3:24][C:20]1[CH:21]=[CH:22][CH:23]=[C:2]([CH3:1])[C:3]=1[CH2:4][O:5][C:6]1[CH:7]=[C:8]([CH:12]([CH2:18][CH3:19])[C:13]([OH:15])=[O:14])[CH:9]=[CH:10][CH:11]=1, predict the reactants needed to synthesize it. The reactants are: [CH3:1][C:2]1[CH:23]=[CH:22][CH:21]=[C:20]([CH3:24])[C:3]=1[CH2:4][O:5][C:6]1[CH:7]=[C:8]([CH:12]([CH2:18][CH3:19])[C:13]([O:15]CC)=[O:14])[CH:9]=[CH:10][CH:11]=1.[OH-].[Na+].Cl. (7) Given the product [Cl:23][C:2]1[C:14]2[C:13]3[CH:12]=[CH:11][C:10]([C:15]([F:18])([F:17])[F:16])=[CH:9][C:8]=3[NH:7][C:6]=2[C:5]([C:19]#[N:20])=[CH:4][N:3]=1, predict the reactants needed to synthesize it. The reactants are: O[C:2]1[C:14]2[C:13]3[CH:12]=[CH:11][C:10]([C:15]([F:18])([F:17])[F:16])=[CH:9][C:8]=3[NH:7][C:6]=2[C:5]([C:19]#[N:20])=[CH:4][N:3]=1.O=P(Cl)(Cl)[Cl:23].C([O-])(O)=O.[Na+].